From a dataset of Catalyst prediction with 721,799 reactions and 888 catalyst types from USPTO. Predict which catalyst facilitates the given reaction. Product: [S:4]1[CH2:5][CH2:6][N:1]([C:8]2[CH:15]=[CH:14][C:11]([C:12]#[N:13])=[CH:10][N:9]=2)[CH2:2][CH2:3]1. Reactant: [NH:1]1[CH2:6][CH2:5][S:4][CH2:3][CH2:2]1.Cl[C:8]1[CH:15]=[CH:14][C:11]([C:12]#[N:13])=[CH:10][N:9]=1.C(N(CC)CC)C. The catalyst class is: 51.